From a dataset of Reaction yield outcomes from USPTO patents with 853,638 reactions. Predict the reaction yield, written as a fraction of the theoretical maximum amount of product (1.0 means a 100% yield; for example, 0.34 means a 34% yield). The catalyst is CO.O. The reactants are C([O:4][CH2:5][CH2:6][C:7]1[CH:12]=[CH:11][C:10]([CH2:13][C:14]2[CH:19]=[C:18]([Br:20])[CH:17]=[CH:16][C:15]=2[Cl:21])=[CH:9][CH:8]=1)(=O)C.C(=O)([O-])[O-].[K+].[K+]. The yield is 0.760. The product is [Br:20][C:18]1[CH:17]=[CH:16][C:15]([Cl:21])=[C:14]([CH:19]=1)[CH2:13][C:10]1[CH:11]=[CH:12][C:7]([CH2:6][CH2:5][OH:4])=[CH:8][CH:9]=1.